Task: Predict the product of the given reaction.. Dataset: Forward reaction prediction with 1.9M reactions from USPTO patents (1976-2016) (1) The product is: [CH3:20][O:21][CH2:22][CH2:23][C:24]1[N:8]([CH2:7][CH2:6][CH2:5][CH2:4][CH2:3][S:2][CH3:1])[C:9]2[C:18]3[CH:17]=[CH:16][CH:15]=[CH:14][C:13]=3[N:12]=[CH:11][C:10]=2[N:19]=1. Given the reactants [CH3:1][S:2][CH2:3][CH2:4][CH2:5][CH2:6][CH2:7][NH:8][C:9]1[C:18]2[C:13](=[CH:14][CH:15]=[CH:16][CH:17]=2)[N:12]=[CH:11][C:10]=1[NH2:19].[CH3:20][O:21][CH2:22][CH2:23][C:24](Cl)=O, predict the reaction product. (2) Given the reactants [C:1](#[N:4])[CH:2]=[CH2:3].[CH2:5](O)[CH3:6].[CH2:8]([NH2:26])[CH2:9][CH2:10][CH2:11][CH2:12][CH2:13][CH2:14][CH2:15][CH2:16][CH2:17][CH2:18][CH2:19][CH2:20][CH2:21][CH2:22][CH2:23][CH2:24][CH3:25].O.[NH3:28].[C:29](O)(=O)C, predict the reaction product. The product is: [C:29]([CH2:5][CH2:6][N:26]([CH2:8][CH2:9][CH2:10][CH2:11][CH2:12][CH2:13][CH2:14][CH2:15][CH2:16][CH2:17][CH2:18][CH2:19][CH2:20][CH2:21][CH2:22][CH2:23][CH2:24][CH3:25])[CH2:3][CH2:2][C:1]#[N:4])#[N:28]. (3) Given the reactants Cl[C:2]1[N:7]=[C:6]([C:8]2[CH:27]=[C:26]([O:28][CH3:29])[C:11]([O:12][CH:13]3[CH2:18][CH2:17][N:16]([C:19]([O:21][C:22]([CH3:25])([CH3:24])[CH3:23])=[O:20])[CH2:15][CH2:14]3)=[C:10]([C:30]#[N:31])[CH:9]=2)[CH:5]=[CH:4][N:3]=1.[N:32]1([C:38]2[CH:44]=[CH:43][C:41]([NH2:42])=[CH:40][CH:39]=2)[CH2:37][CH2:36][O:35][CH2:34][CH2:33]1, predict the reaction product. The product is: [C:30]([C:10]1[CH:9]=[C:8]([C:6]2[CH:5]=[CH:4][N:3]=[C:2]([NH:42][C:41]3[CH:40]=[CH:39][C:38]([N:32]4[CH2:37][CH2:36][O:35][CH2:34][CH2:33]4)=[CH:44][CH:43]=3)[N:7]=2)[CH:27]=[C:26]([O:28][CH3:29])[C:11]=1[O:12][CH:13]1[CH2:18][CH2:17][N:16]([C:19]([O:21][C:22]([CH3:25])([CH3:24])[CH3:23])=[O:20])[CH2:15][CH2:14]1)#[N:31]. (4) Given the reactants C(O)(=O)[CH2:2][C:3]([CH2:8][C:9](O)=O)([C:5]([OH:7])=[O:6])O.COC[O:17][C:18]1[CH:19]=[C:20]([C:24]2[N:25]=[C:26]([N:36]3[CH2:41][CH2:40][O:39][CH2:38][CH2:37]3)[C:27]3[N:33]=CC(C=O)=CC=3[N:29]=2)[CH:21]=[CH:22][CH:23]=1, predict the reaction product. The product is: [OH:17][C:18]1[CH:19]=[C:20]([C:24]2[N:25]=[C:26]([N:36]3[CH2:41][CH2:40][O:39][CH2:38][CH2:37]3)[C:27]3[N:33]=[CH:2][C:3]([C:5]([OH:7])=[O:6])=[CH:8][C:9]=3[N:29]=2)[CH:21]=[CH:22][CH:23]=1. (5) The product is: [Br:1][C:2]1[CH:7]=[CH:6][C:5]([Cl:8])=[CH:4][C:3]=1[CH2:9][C:10]([NH2:20])=[O:12]. Given the reactants [Br:1][C:2]1[CH:7]=[CH:6][C:5]([Cl:8])=[CH:4][C:3]=1[CH2:9][C:10]([OH:12])=O.C(Cl)(=O)C(Cl)=O.C[N:20](C=O)C, predict the reaction product.